This data is from Retrosynthesis with 50K atom-mapped reactions and 10 reaction types from USPTO. The task is: Predict the reactants needed to synthesize the given product. Given the product CCNC(=O)c1[nH]nc(-c2cnc(-c3ccccc3)s2)c1Cl, predict the reactants needed to synthesize it. The reactants are: CCN.CCOC(=O)c1[nH]nc(-c2cnc(-c3ccccc3)s2)c1Cl.